This data is from Peptide-MHC class I binding affinity with 185,985 pairs from IEDB/IMGT. The task is: Regression. Given a peptide amino acid sequence and an MHC pseudo amino acid sequence, predict their binding affinity value. This is MHC class I binding data. (1) The peptide sequence is NARMATMLEY. The MHC is HLA-A33:01 with pseudo-sequence HLA-A33:01. The binding affinity (normalized) is 0. (2) The peptide sequence is IVLPEKDSW. The MHC is HLA-A02:06 with pseudo-sequence HLA-A02:06. The binding affinity (normalized) is 0. (3) The peptide sequence is TPQASTTEAI. The MHC is HLA-B07:02 with pseudo-sequence HLA-B07:02. The binding affinity (normalized) is 0.648. (4) The peptide sequence is RIGGVLIFR. The MHC is HLA-A26:02 with pseudo-sequence HLA-A26:02. The binding affinity (normalized) is 0.0847. (5) The peptide sequence is KMDLGVPLL. The MHC is HLA-A02:01 with pseudo-sequence HLA-A02:01. The binding affinity (normalized) is 0.846. (6) The peptide sequence is VRDVVMPAL. The MHC is HLA-A29:02 with pseudo-sequence HLA-A29:02. The binding affinity (normalized) is 0.0847.